From a dataset of Catalyst prediction with 721,799 reactions and 888 catalyst types from USPTO. Predict which catalyst facilitates the given reaction. (1) Reactant: [CH3:1][N:2]([CH3:6])[C:3](Cl)=[O:4].[OH:7][C:8]([C:10]([F:13])([F:12])[F:11])=[O:9].[F:14][C:15]1[CH:41]=[C:40]([F:42])[CH:39]=[CH:38][C:16]=1[O:17][CH:18]1[CH2:23][CH2:22][N:21]([C:24]2[N:29]=[C:28]3[CH2:30][NH:31][CH2:32][CH2:33][C:27]3=[N:26][C:25]=2[NH:34][CH:35]([CH3:37])[CH3:36])[CH2:20][CH2:19]1.C(N(CC)CC)C. Product: [F:14][C:15]1[CH:41]=[C:40]([F:42])[CH:39]=[CH:38][C:16]=1[O:17][CH:18]1[CH2:19][CH2:20][N:21]([C:24]2[N:29]=[C:28]3[CH2:30][N:31]([C:3]([N:2]([CH3:6])[CH3:1])=[O:4])[CH2:32][CH2:33][C:27]3=[N:26][C:25]=2[NH:34][CH:35]([CH3:37])[CH3:36])[CH2:22][CH2:23]1.[C:8]([OH:9])([C:10]([F:13])([F:12])[F:11])=[O:7]. The catalyst class is: 2. (2) Reactant: C(O)(C)C.Cl[C:6]1[C:7]2[C:14]3[CH2:15][CH2:16][C:17]4([CH2:22][C:13]=3[S:12][C:8]=2[N:9]=[CH:10][N:11]=1)[O:21][CH2:20][CH2:19][O:18]4.[Cl:23][C:24]1[CH:25]=[C:26]([CH:28]=[CH:29][C:30]=1[O:31][CH2:32][C:33]1[CH:38]=[CH:37][CH:36]=[C:35]([CH3:39])[N:34]=1)[NH2:27].Cl. Product: [Cl:23][C:24]1[CH:25]=[C:26]([NH:27][C:6]2[C:7]3[C:14]4[CH2:15][CH2:16][C:17]5([CH2:22][C:13]=4[S:12][C:8]=3[N:9]=[CH:10][N:11]=2)[O:21][CH2:20][CH2:19][O:18]5)[CH:28]=[CH:29][C:30]=1[O:31][CH2:32][C:33]1[CH:38]=[CH:37][CH:36]=[C:35]([CH3:39])[N:34]=1. The catalyst class is: 12. (3) Reactant: [NH2:1][CH2:2][C:3]([NH:5][CH2:6][CH2:7][N:8]([CH2:25][CH2:26][NH:27][C:28](=[O:31])[CH2:29][NH2:30])[C:9](=[O:24])[C:10]1[C:18]([I:19])=[C:17]([NH:20][CH3:21])[C:16]([I:22])=[C:12]([C:13]([OH:15])=[O:14])[C:11]=1[I:23])=[O:4].[Br:32][CH:33]([CH3:37])[C:34](Br)=[O:35]. Product: [Br:32][CH:33]([CH3:37])[C:34]([NH:30][CH2:29][C:28]([NH:27][CH2:26][CH2:25][N:8]([CH2:7][CH2:6][NH:5][C:3](=[O:4])[CH2:2][NH:1][C:34](=[O:35])[CH:33]([Br:32])[CH3:37])[C:9](=[O:24])[C:10]1[C:18]([I:19])=[C:17]([NH:20][CH2:21][C:34](=[O:35])[CH:33]([Br:32])[CH3:37])[C:16]([I:22])=[C:12]([C:13]([OH:15])=[O:14])[C:11]=1[I:23])=[O:31])=[O:35]. The catalyst class is: 44. (4) Reactant: [CH:1]1([CH2:6][C@H:7]([CH2:25][N:26]([CH:35]=[O:36])[O:27]CC2C=CC=CC=2)[C:8]([N:10]2[C@H:14]([C:15]([NH:17][C:18]3[CH:23]=[CH:22][CH:21]=[CH:20][N+:19]=3[O-:24])=[O:16])[CH2:13][CH:12]=[N:11]2)=[O:9])[CH2:5][CH2:4][CH2:3][CH2:2]1. Product: [CH:1]1([CH2:6][C@H:7]([CH2:25][N:26]([CH:35]=[O:36])[OH:27])[C:8]([N:10]2[C@H:14]([C:15]([NH:17][C:18]3[CH:23]=[CH:22][CH:21]=[CH:20][N+:19]=3[O-:24])=[O:16])[CH2:13][CH:12]=[N:11]2)=[O:9])[CH2:2][CH2:3][CH2:4][CH2:5]1. The catalyst class is: 105. (5) Reactant: [NH2:1][C:2]1[CH:7]=[CH:6][CH:5]=[CH:4][N:3]=1.[C:8](OCC)(=[O:13])[CH2:9][C:10]([CH3:12])=O. Product: [CH3:12][C:10]1[N:1]=[C:2]2[CH:7]=[CH:6][CH:5]=[CH:4][N:3]2[C:8](=[O:13])[CH:9]=1. The catalyst class is: 15. (6) Reactant: [N+:1]([C:4]1[CH:9]=[CH:8][C:7]([CH2:10][CH2:11][NH2:12])=[CH:6][CH:5]=1)([O-:3])=[O:2].[C:13](OC([O-])=O)([O:15][C:16]([CH3:19])([CH3:18])[CH3:17])=[O:14]. Product: [C:16]([O:15][C:13](=[O:14])[NH:12][CH2:11][CH2:10][C:7]1[CH:6]=[CH:5][C:4]([N+:1]([O-:3])=[O:2])=[CH:9][CH:8]=1)([CH3:19])([CH3:18])[CH3:17]. The catalyst class is: 7. (7) Reactant: [NH2:1][C:2]1[CH:7]=[CH:6][C:5]([C:8]2[C:9]([NH2:20])=[N:10][C:11]([NH2:19])=[N:12][C:13]=2[CH:14]2[CH2:18][CH2:17][CH2:16][O:15]2)=[CH:4][CH:3]=1.[Cl:21][C:22]1[CH:29]=[CH:28][C:25]([CH:26]=O)=[CH:24][CH:23]=1.C(O)(=O)C.[BH3-]C#N.[Na+]. Product: [Cl:21][C:22]1[CH:29]=[CH:28][C:25]([CH2:26][NH:1][C:2]2[CH:7]=[CH:6][C:5]([C:8]3[C:9]([NH2:20])=[N:10][C:11]([NH2:19])=[N:12][C:13]=3[CH:14]3[CH2:18][CH2:17][CH2:16][O:15]3)=[CH:4][CH:3]=2)=[CH:24][CH:23]=1. The catalyst class is: 5.